Dataset: Catalyst prediction with 721,799 reactions and 888 catalyst types from USPTO. Task: Predict which catalyst facilitates the given reaction. (1) Reactant: [Cl:1][C:2]1[CH:7]=[CH:6][C:5]([N:8]=[C:9]=[O:10])=[CH:4][C:3]=1[C:11]([F:14])([F:13])[F:12].[CH:15]1[C:20]([NH2:21])=[CH:19][CH:18]=[C:17]([NH2:22])[CH:16]=1. Product: [Cl:1][C:2]1[CH:7]=[CH:6][C:5]([NH:8][C:9]([NH:21][C:20]2[CH:15]=[CH:16][C:17]([NH2:22])=[CH:18][CH:19]=2)=[O:10])=[CH:4][C:3]=1[C:11]([F:12])([F:13])[F:14]. The catalyst class is: 2. (2) Reactant: [C:1](OC(=O)C)(=[O:3])[CH3:2].[NH2:8][C:9]1[N:14]=[CH:13][C:12](/[CH:15]=[CH:16]/[C:17]([N:19]([CH2:21][C:22]2[C:30]3[C:25](=[CH:26][CH:27]=[CH:28][CH:29]=3)[N:24]([CH3:31])[CH:23]=2)[CH3:20])=[O:18])=[CH:11][CH:10]=1.C(=O)(O)[O-].[Na+]. Product: [C:1]([NH:8][C:9]1[N:14]=[CH:13][C:12](/[CH:15]=[CH:16]/[C:17]([N:19]([CH3:20])[CH2:21][C:22]2[C:30]3[C:25](=[CH:26][CH:27]=[CH:28][CH:29]=3)[N:24]([CH3:31])[CH:23]=2)=[O:18])=[CH:11][CH:10]=1)(=[O:3])[CH3:2]. The catalyst class is: 1. (3) Reactant: C[N:2](C(ON1N=NC2C=CC=NC1=2)=[N+](C)C)C.F[P-](F)(F)(F)(F)F.[NH2:25][CH2:26][C:27]1[C:28]([F:44])=[C:29]([O:34][C:35]2[CH:36]=[C:37]([CH:40]=[C:41]([Cl:43])[CH:42]=2)[C:38]#[N:39])[C:30]([Cl:33])=[CH:31][CH:32]=1.C(NC1C=[C:51]2[C:55](=[CH:56][CH:57]=1)[NH:54][C:53]([C:58]([OH:60])=O)=[CH:52]2)(=O)C.C(N(C(C)C)CC)(C)C. Product: [Cl:33][C:30]1[CH:31]=[CH:32][C:27]([CH2:26][NH:25][C:58]([C:53]2[NH:54][C:55]([CH2:56][CH3:57])=[N:2][C:52]=2[CH3:51])=[O:60])=[C:28]([F:44])[C:29]=1[O:34][C:35]1[CH:36]=[C:37]([C:38]#[N:39])[CH:40]=[C:41]([Cl:43])[CH:42]=1. The catalyst class is: 3. (4) Reactant: [OH-].[K+].[OH:3][C:4]1[CH:9]=[CH:8][CH:7]=[CH:6][C:5]=1[C:10](=[O:12])[CH3:11].Br[C:14](P(=O)(OCC)OCC)([F:16])[F:15]. Product: [F:15][CH:14]([F:16])[O:3][C:4]1[CH:9]=[CH:8][CH:7]=[CH:6][C:5]=1[C:10](=[O:12])[CH3:11]. The catalyst class is: 47. (5) Reactant: CO[C:3]([C:5]1[C:6](=[O:18])[N:7]([CH3:17])[C:8]2[C:13]([C:14]=1[OH:15])=[C:12]([Cl:16])[CH:11]=[CH:10][CH:9]=2)=[O:4].[CH2:19]([NH:21][C:22]1[CH:27]=[CH:26][CH:25]=[CH:24][CH:23]=1)[CH3:20].CCCCCCC. Product: [CH3:20][CH2:19][N:21]([C:3]([C:5]1[C:6](=[O:18])[N:7]([CH3:17])[C:8]2[CH:9]=[CH:10][CH:11]=[C:12]([Cl:16])[C:13]=2[C:14]=1[OH:15])=[O:4])[C:22]1[CH:23]=[CH:24][CH:25]=[CH:26][CH:27]=1. The catalyst class is: 5. (6) Reactant: [C:1]([O:5][C:6]([N:8]1[CH2:13][CH2:12][CH2:11][CH2:10][C@@H:9]1[CH2:14][O:15][C:16]1[CH:21]=[CH:20][CH:19]=[C:18]([NH:22][S:23](=[O:26])(=[O:25])[NH2:24])[C:17]=1[C:27]#[N:28])=[O:7])([CH3:4])([CH3:3])[CH3:2].[OH-].[Na+].Cl. Product: [NH2:28][C:27]1[C:17]2[C:16]([O:15][CH2:14][C@H:9]3[CH2:10][CH2:11][CH2:12][CH2:13][N:8]3[C:6]([O:5][C:1]([CH3:4])([CH3:2])[CH3:3])=[O:7])=[CH:21][CH:20]=[CH:19][C:18]=2[NH:22][S:23](=[O:26])(=[O:25])[N:24]=1. The catalyst class is: 8. (7) Reactant: [C:1]1([C:7]2[CH:8]=[C:9]3[C:13](=[C:14]([C:16]([NH2:18])=[O:17])[CH:15]=2)[NH:12][CH:11]=[C:10]3[CH:19]2[CH2:24][CH2:23][NH:22][CH2:21][CH2:20]2)[CH:6]=[CH:5][CH:4]=[CH:3][CH:2]=1.C(N(CC)CC)C.[Cl:32][CH2:33][CH2:34][CH2:35][S:36](Cl)(=[O:38])=[O:37]. Product: [Cl:32][CH2:33][CH2:34][CH2:35][S:36]([N:22]1[CH2:23][CH2:24][CH:19]([C:10]2[C:9]3[C:13](=[C:14]([C:16]([NH2:18])=[O:17])[CH:15]=[C:7]([C:1]4[CH:2]=[CH:3][CH:4]=[CH:5][CH:6]=4)[CH:8]=3)[NH:12][CH:11]=2)[CH2:20][CH2:21]1)(=[O:38])=[O:37]. The catalyst class is: 2.